The task is: Predict the reactants needed to synthesize the given product.. This data is from Full USPTO retrosynthesis dataset with 1.9M reactions from patents (1976-2016). Given the product [ClH:2].[CH2:14]([S:11]([C:6]1[CH:5]=[CH:4][CH:3]=[CH:10][C:7]=1[CH2:8][NH2:9])(=[O:13])=[O:12])[CH3:15], predict the reactants needed to synthesize it. The reactants are: Cl.[Cl:2][C:3]1[CH:4]=[CH:5][C:6]([S:11]([CH2:14][CH3:15])(=[O:13])=[O:12])=[C:7]([CH:10]=1)[CH2:8][NH2:9].